Dataset: Full USPTO retrosynthesis dataset with 1.9M reactions from patents (1976-2016). Task: Predict the reactants needed to synthesize the given product. Given the product [Cl:1][C:2]1[CH:7]=[CH:6][C:5]([O:8][C:13]2[C:18]([C:19]#[N:20])=[CH:17][N:16]=[C:15]3[C:21]4[CH:27]=[CH:26][CH:25]=[CH:24][C:22]=4[S:23][C:14]=23)=[C:4]([F:9])[CH:3]=1, predict the reactants needed to synthesize it. The reactants are: [Cl:1][C:2]1[CH:7]=[CH:6][C:5]([OH:8])=[C:4]([F:9])[CH:3]=1.[OH-].[K+].Cl[C:13]1[C:18]([C:19]#[N:20])=[CH:17][N:16]=[C:15]2[C:21]3[CH:27]=[CH:26][CH:25]=[CH:24][C:22]=3[S:23][C:14]=12.